Dataset: Peptide-MHC class II binding affinity with 134,281 pairs from IEDB. Task: Regression. Given a peptide amino acid sequence and an MHC pseudo amino acid sequence, predict their binding affinity value. This is MHC class II binding data. (1) The peptide sequence is GDTMAEVELREHGSD. The MHC is DRB3_0202 with pseudo-sequence DRB3_0202. The binding affinity (normalized) is 0. (2) The binding affinity (normalized) is 0.728. The peptide sequence is FHKRDMRLLSLAVSSHHHHHH. The MHC is DRB1_0301 with pseudo-sequence DRB1_0301.